From a dataset of NCI-60 drug combinations with 297,098 pairs across 59 cell lines. Regression. Given two drug SMILES strings and cell line genomic features, predict the synergy score measuring deviation from expected non-interaction effect. Drug 1: CC1C(C(CC(O1)OC2CC(CC3=C2C(=C4C(=C3O)C(=O)C5=C(C4=O)C(=CC=C5)OC)O)(C(=O)CO)O)N)O.Cl. Drug 2: CC1=C(N=C(N=C1N)C(CC(=O)N)NCC(C(=O)N)N)C(=O)NC(C(C2=CN=CN2)OC3C(C(C(C(O3)CO)O)O)OC4C(C(C(C(O4)CO)O)OC(=O)N)O)C(=O)NC(C)C(C(C)C(=O)NC(C(C)O)C(=O)NCCC5=NC(=CS5)C6=NC(=CS6)C(=O)NCCC[S+](C)C)O. Cell line: 786-0. Synergy scores: CSS=20.8, Synergy_ZIP=-12.3, Synergy_Bliss=-2.30, Synergy_Loewe=-5.97, Synergy_HSA=-0.277.